Dataset: Full USPTO retrosynthesis dataset with 1.9M reactions from patents (1976-2016). Task: Predict the reactants needed to synthesize the given product. Given the product [CH3:4][O:5][C:6]1[N:11]=[C:10]([CH2:12][CH2:13][NH2:14])[CH:9]=[CH:8][CH:7]=1, predict the reactants needed to synthesize it. The reactants are: O.NN.[CH3:4][O:5][C:6]1[N:11]=[C:10]([CH2:12][CH2:13][N:14]2C(=O)C3C(=CC=CC=3)C2=O)[CH:9]=[CH:8][CH:7]=1.